This data is from Forward reaction prediction with 1.9M reactions from USPTO patents (1976-2016). The task is: Predict the product of the given reaction. (1) Given the reactants Cl[C:2]1[N:7]=[C:6]([CH2:8][CH3:9])[N:5]=[C:4]([NH:10][CH:11]2[CH2:15][CH2:14][CH2:13][CH2:12]2)[C:3]=1[C:16]1[CH:21]=[CH:20][CH:19]=[CH:18][CH:17]=1.[CH:22]1([NH2:27])[CH2:26][CH2:25][CH2:24][CH2:23]1, predict the reaction product. The product is: [CH:11]1([NH:10][C:4]2[C:3]([C:16]3[CH:21]=[CH:20][CH:19]=[CH:18][CH:17]=3)=[C:2]([NH:27][CH:22]3[CH2:26][CH2:25][CH2:24][CH2:23]3)[N:7]=[C:6]([CH2:8][CH3:9])[N:5]=2)[CH2:15][CH2:14][CH2:13][CH2:12]1. (2) Given the reactants [CH2:1]([O:3][C:4](=[O:20])[CH:5]=[CH:6][CH:7]1[CH2:12][CH2:11][N:10]([C:13]([O:15][C:16]([CH3:19])([CH3:18])[CH3:17])=[O:14])[CH2:9][CH2:8]1)[CH3:2].[H][H], predict the reaction product. The product is: [CH2:1]([O:3][C:4](=[O:20])[CH2:5][CH2:6][CH:7]1[CH2:8][CH2:9][N:10]([C:13]([O:15][C:16]([CH3:19])([CH3:18])[CH3:17])=[O:14])[CH2:11][CH2:12]1)[CH3:2]. (3) Given the reactants C[N:2]([CH2:4][CH2:5]N(C)C)C.[Li]C(CC)C.[CH2:14]1[CH2:19][CH2:18][CH2:17][CH2:16][CH2:15]1.CO[B:22]([O:25]C)OC.[ClH:27].[C:28]([O-:31])(O)=O.[Na+], predict the reaction product. The product is: [Cl:27][C:14]1[C:19]2[C:28](=[O:31])[N:2]([CH2:4][CH3:5])[B:22]([OH:25])[C:18]=2[CH:17]=[CH:16][CH:15]=1. (4) Given the reactants O=C1C2C(=CC=CC=2)C(=O)[N:3]1[CH2:12][C:13]1[CH:18]=[CH:17][C:16]([C:19]([NH:21][C:22]2[CH:23]=[C:24]([C:36]3[CH:41]=[CH:40][CH:39]=[CH:38][CH:37]=3)[CH:25]=[CH:26][C:27]=2[NH:28][C:29](=[O:35])[O:30][C:31]([CH3:34])([CH3:33])[CH3:32])=[O:20])=[CH:15][CH:14]=1.O.NN, predict the reaction product. The product is: [NH2:3][CH2:12][C:13]1[CH:18]=[CH:17][C:16]([C:19]([NH:21][C:22]2[CH:23]=[C:24]([C:36]3[CH:37]=[CH:38][CH:39]=[CH:40][CH:41]=3)[CH:25]=[CH:26][C:27]=2[NH:28][C:29](=[O:35])[O:30][C:31]([CH3:34])([CH3:33])[CH3:32])=[O:20])=[CH:15][CH:14]=1.